This data is from Reaction yield outcomes from USPTO patents with 853,638 reactions. The task is: Predict the reaction yield, written as a fraction of the theoretical maximum amount of product (1.0 means a 100% yield; for example, 0.34 means a 34% yield). The reactants are Cl[C:2]1[C:7]([C:8]([O:10][CH2:11][CH3:12])=[O:9])=[CH:6][N:5]=[C:4]([S:13][CH3:14])[N:3]=1.[CH2:15]([NH2:17])[CH3:16]. The catalyst is CC#N. The product is [CH2:15]([NH:17][C:2]1[C:7]([C:8]([O:10][CH2:11][CH3:12])=[O:9])=[CH:6][N:5]=[C:4]([S:13][CH3:14])[N:3]=1)[CH3:16]. The yield is 0.991.